This data is from Full USPTO retrosynthesis dataset with 1.9M reactions from patents (1976-2016). The task is: Predict the reactants needed to synthesize the given product. (1) Given the product [CH3:15][C@H:10]1[O:11][C@@H:12]([CH3:14])[CH2:13][N:8]([C:5]2[C:4]([CH:16]=[O:17])=[CH:3][C:2]([C:18]3[CH:23]=[CH:22][CH:21]=[CH:20][CH:19]=3)=[CH:7][N:6]=2)[CH2:9]1, predict the reactants needed to synthesize it. The reactants are: Br[C:2]1[CH:3]=[C:4]([CH:16]=[O:17])[C:5]([N:8]2[CH2:13][C@@H:12]([CH3:14])[O:11][C@@H:10]([CH3:15])[CH2:9]2)=[N:6][CH:7]=1.[C:18]1(B(O)O)[CH:23]=[CH:22][CH:21]=[CH:20][CH:19]=1. (2) Given the product [CH3:26][O:25][C:22]1[CH:21]=[CH:20][C:19]([CH2:18][N:17]([CH2:41][CH2:40][CH2:39][C:33]2[CH:38]=[CH:37][CH:36]=[CH:35][CH:34]=2)[C:15]2[CH:14]=[CH:13][C:12]3[N:8]=[CH:9][NH:10][C:11]=3[CH:16]=2)=[CH:24][CH:23]=1, predict the reactants needed to synthesize it. The reactants are: C([N:8]1[C:12]2[CH:13]=[CH:14][C:15]([NH:17][CH2:18][C:19]3[CH:24]=[CH:23][C:22]([O:25][CH3:26])=[CH:21][CH:20]=3)=[CH:16][C:11]=2[N:10]=[CH:9]1)(OC(C)(C)C)=O.C([O-])([O-])=O.[K+].[K+].[C:33]1([CH2:39][CH2:40][CH2:41]Br)[CH:38]=[CH:37][CH:36]=[CH:35][CH:34]=1.